From a dataset of hERG Central: cardiac toxicity at 1µM, 10µM, and general inhibition. Predict hERG channel inhibition at various concentrations. The compound is O=c1c2ccccc2nc2n1CCN2Cc1ccc(Cl)cc1. Results: hERG_inhib (hERG inhibition (general)): blocker.